Dataset: Forward reaction prediction with 1.9M reactions from USPTO patents (1976-2016). Task: Predict the product of the given reaction. (1) The product is: [C:18]([O:22][C:23]([N:25]1[CH2:30][CH2:29][CH:28]([O:31][C:32]2[CH:33]=[CH:34][C:35]([N:38]([CH2:5]/[CH:6]=[CH:7]/[C:8]3[CH:13]=[CH:12][CH:11]=[C:10]([C:14]#[N:15])[CH:9]=3)[S:39]([CH2:42][CH3:43])(=[O:41])=[O:40])=[CH:36][CH:37]=2)[CH2:27][CH2:26]1)=[O:24])([CH3:21])([CH3:20])[CH3:19]. Given the reactants C(=O)([O-])OCC[CH2:5]/[CH:6]=[CH:7]/[C:8]1[CH:13]=[CH:12][CH:11]=[C:10]([C:14]#[N:15])[CH:9]=1.[C:18]([O:22][C:23]([N:25]1[CH2:30][CH2:29][CH:28]([O:31][C:32]2[CH:37]=[CH:36][C:35]([NH:38][S:39]([CH2:42][CH3:43])(=[O:41])=[O:40])=[CH:34][CH:33]=2)[CH2:27][CH2:26]1)=[O:24])([CH3:21])([CH3:20])[CH3:19], predict the reaction product. (2) Given the reactants [C:1]([N:4]([CH2:25][C:26]1[CH:31]=[CH:30][C:29]([O:32][CH2:33][CH2:34][CH2:35][CH2:36][CH3:37])=[CH:28][C:27]=1[Cl:38])[C:5]1[CH:21]=[CH:20][C:8]([O:9][CH2:10][CH2:11][CH2:12][CH2:13][CH2:14][C:15]([O:17][CH2:18][CH3:19])=[O:16])=[CH:7][C:6]=1[N+:22]([O-])=O)(=O)[CH3:2].C(O)C, predict the reaction product. The product is: [Cl:38][C:27]1[CH:28]=[C:29]([O:32][CH2:33][CH2:34][CH2:35][CH2:36][CH3:37])[CH:30]=[CH:31][C:26]=1[CH2:25][N:4]1[C:5]2[CH:21]=[CH:20][C:8]([O:9][CH2:10][CH2:11][CH2:12][CH2:13][CH2:14][C:15]([O:17][CH2:18][CH3:19])=[O:16])=[CH:7][C:6]=2[N:22]=[C:1]1[CH3:2]. (3) Given the reactants Cl[C:2]1[N:10]=[C:9]([C:11]([F:14])([F:13])[F:12])[N:8]=[C:7]2[C:3]=1[NH:4][CH:5]=[N:6]2.[CH:15]1([NH2:18])[CH2:17][CH2:16]1, predict the reaction product. The product is: [CH:15]1([NH:18][C:2]2[N:10]=[C:9]([C:11]([F:14])([F:13])[F:12])[N:8]=[C:7]3[C:3]=2[NH:4][CH:5]=[N:6]3)[CH2:17][CH2:16]1. (4) Given the reactants C([O:3][C:4](=[O:19])[CH:5]([C:11]1[C:16]([F:17])=[CH:15][C:14]([F:18])=[CH:13][N:12]=1)C(OCC)=O)C.O.[OH-].[Li+].Cl, predict the reaction product. The product is: [F:17][C:16]1[C:11]([CH2:5][C:4]([OH:19])=[O:3])=[N:12][CH:13]=[C:14]([F:18])[CH:15]=1.